From a dataset of Full USPTO retrosynthesis dataset with 1.9M reactions from patents (1976-2016). Predict the reactants needed to synthesize the given product. (1) Given the product [CH:18]1([O:23][C:24]2[CH:25]=[C:26]3[C:32]([CH:8]([OH:9])[C:7]4[C:2]([F:1])=[C:3]([NH:11][S:12]([CH2:15][CH2:16][CH3:17])(=[O:14])=[O:13])[CH:4]=[CH:5][C:6]=4[F:10])=[CH:31][NH:30][C:27]3=[N:28][CH:29]=2)[CH2:19][CH2:20][CH2:21][CH2:22]1, predict the reactants needed to synthesize it. The reactants are: [F:1][C:2]1[C:7]([CH:8]=[O:9])=[C:6]([F:10])[CH:5]=[CH:4][C:3]=1[NH:11][S:12]([CH2:15][CH2:16][CH3:17])(=[O:14])=[O:13].[CH:18]1([O:23][C:24]2[CH:25]=[C:26]3[CH:32]=[CH:31][NH:30][C:27]3=[N:28][CH:29]=2)[CH2:22][CH2:21][CH2:20][CH2:19]1.[OH-].[K+].O. (2) Given the product [Br:1][C:2]1[CH:3]=[CH:4][C:5]([C:8]2[S:12][C:11]([C:13]([OH:15])=[O:14])=[N:10][C:9]=2[C:18]2[CH:23]=[CH:22][C:21]([Cl:24])=[CH:20][C:19]=2[Cl:25])=[CH:6][CH:7]=1, predict the reactants needed to synthesize it. The reactants are: [Br:1][C:2]1[CH:7]=[CH:6][C:5]([C:8]2[S:12][C:11]([C:13]([O:15]CC)=[O:14])=[N:10][C:9]=2[C:18]2[CH:23]=[CH:22][C:21]([Cl:24])=[CH:20][C:19]=2[Cl:25])=[CH:4][CH:3]=1.[OH-].[K+].Cl. (3) Given the product [F:1][C:2]1[CH:3]=[CH:4][C:5]([O:15][CH3:16])=[C:6]([C:8]2[CH:13]=[CH:12][N:11]=[CH:10][C:9]=2[NH:14][C:24](=[O:25])[C:23]2[CH:27]=[C:28]([C:30]([F:33])([F:31])[F:32])[CH:29]=[C:21]([S:18]([CH3:17])(=[O:20])=[O:19])[CH:22]=2)[CH:7]=1, predict the reactants needed to synthesize it. The reactants are: [F:1][C:2]1[CH:3]=[CH:4][C:5]([O:15][CH3:16])=[C:6]([C:8]2[CH:13]=[CH:12][N:11]=[CH:10][C:9]=2[NH2:14])[CH:7]=1.[CH3:17][S:18]([C:21]1[CH:22]=[C:23]([CH:27]=[C:28]([C:30]([F:33])([F:32])[F:31])[CH:29]=1)[C:24](O)=[O:25])(=[O:20])=[O:19]. (4) Given the product [Br:17][CH2:18][CH2:19][CH2:20][O:1][C:2]1[CH:6]=[C:5]([C:7]([O:9][CH3:10])=[O:8])[O:4][N:3]=1, predict the reactants needed to synthesize it. The reactants are: [OH:1][C:2]1[CH:6]=[C:5]([C:7]([O:9][CH3:10])=[O:8])[O:4][N:3]=1.C(=O)([O-])[O-].[K+].[K+].[Br:17][CH2:18][CH2:19][CH2:20]Br. (5) Given the product [C:22]([NH:26][C:17]1[N:16]=[CH:15][C:12]2[CH2:13][CH2:14][CH:8]3[CH2:7][CH2:6][CH:5]([C:3]([O:2][CH3:1])=[O:4])[CH2:21][N:9]3[C:10](=[O:20])[C:11]=2[CH:18]=1)([CH3:25])([CH3:24])[CH3:23], predict the reactants needed to synthesize it. The reactants are: [CH3:1][O:2][C:3]([CH:5]1[CH2:21][N:9]2[C:10](=[O:20])[C:11]3[CH:18]=[CH:17][N+:16]([O-])=[CH:15][C:12]=3[CH2:13][CH2:14][CH:8]2[CH2:7][CH2:6]1)=[O:4].[C:22]([NH2:26])([CH3:25])([CH3:24])[CH3:23].CC1C=CC(S(OS(C2C=CC(C)=CC=2)(=O)=O)(=O)=O)=CC=1.CCCCCC. (6) The reactants are: [OH:1][C:2]1[CH:10]=[CH:9][C:5]([C:6]([OH:8])=[O:7])=[CH:4][C:3]=1[CH3:11].[OH-].C([P+](CCCC)(CCCC)CCCC)CCC.Br[CH2:31][CH2:32][O:33][CH3:34].Cl. Given the product [CH3:34][O:33][CH2:32][CH2:31][O:1][C:2]1[CH:10]=[CH:9][C:5]([C:6]([OH:8])=[O:7])=[CH:4][C:3]=1[CH3:11], predict the reactants needed to synthesize it.